Dataset: Reaction yield outcomes from USPTO patents with 853,638 reactions. Task: Predict the reaction yield, written as a fraction of the theoretical maximum amount of product (1.0 means a 100% yield; for example, 0.34 means a 34% yield). (1) The reactants are C([O:5][C:6](=O)[CH2:7][CH:8]([C:16]#[N:17])[CH:9]([CH:13]([CH3:15])[CH3:14])[CH2:10][CH2:11][CH3:12])(C)(C)C. The catalyst is CO.[Ni]. The product is [CH:13]([CH:9]([CH:8]1[CH2:16][NH:17][C:6](=[O:5])[CH2:7]1)[CH2:10][CH2:11][CH3:12])([CH3:15])[CH3:14]. The yield is 1.00. (2) The reactants are [Br:1][C:2]1[N:3]=[CH:4][C:5]([NH:14][C:15]([CH:17]2[CH2:19][CH2:18]2)=[O:16])=[N:6][C:7]=1[C:8]1[CH:9]=[N:10][CH:11]=[CH:12][CH:13]=1.C1C=C(Cl)C=C(C(OO)=[O:28])C=1. The catalyst is C(Cl)Cl. The product is [Br:1][C:2]1[N:3]=[CH:4][C:5]([NH:14][C:15]([CH:17]2[CH2:18][CH2:19]2)=[O:16])=[N:6][C:7]=1[C:8]1[CH:9]=[N+:10]([O-:28])[CH:11]=[CH:12][CH:13]=1. The yield is 0.720. (3) The reactants are [CH2:1]([C@H:3]1[N:7]2S(=O)(=O)O[CH2:10][C@@H:6]2[CH2:5][CH2:4]1)[CH3:2].[C:13]([N:16]1[CH2:21][CH2:20][NH:19][CH2:18][C@H:17]1[CH3:22])(=[O:15])[CH3:14].[CH2:23]([O:30][C:31](Cl)=[O:32])[C:24]1[CH:29]=[CH:28][CH:27]=[CH:26][CH:25]=1.C(N(CC)CC)C. The catalyst is FC(F)(F)C(O)=O.C(Cl)(Cl)Cl. The product is [C:13]([N:16]1[CH2:21][CH2:20][N:19]([CH2:10][C@@H:6]2[CH2:5][CH2:4][C@@H:3]([CH2:1][CH3:2])[N:7]2[C:31]([O:30][CH2:23][C:24]2[CH:29]=[CH:28][CH:27]=[CH:26][CH:25]=2)=[O:32])[CH2:18][C@H:17]1[CH3:22])(=[O:15])[CH3:14]. The yield is 0.550. (4) The reactants are Cl[C:2]1[CH:7]=[C:6]([C:8]2[CH2:13][CH2:12][N:11]([C:14]([O:16][C:17]([CH3:20])([CH3:19])[CH3:18])=[O:15])[CH2:10][CH:9]=2)[CH:5]=[C:4]([N:21]([CH2:23][CH2:24][OH:25])[CH3:22])[N:3]=1.[CH3:26][C:27]1[CH:32]=[CH:31][N:30]=[C:29]([NH2:33])[CH:28]=1.CC(C)([O-])C.[Na+].C1(P(C2CCCCC2)C2C=CC=CC=2C2C(OC(C)C)=CC=CC=2OC(C)C)CCCCC1. The catalyst is O1CCOCC1. The yield is 0.510. The product is [OH:25][CH2:24][CH2:23][N:21]([CH3:22])[C:4]1[CH:5]=[C:6]([C:8]2[CH2:13][CH2:12][N:11]([C:14]([O:16][C:17]([CH3:18])([CH3:19])[CH3:20])=[O:15])[CH2:10][CH:9]=2)[CH:7]=[C:2]([NH:33][C:29]2[CH:28]=[C:27]([CH3:26])[CH:32]=[CH:31][N:30]=2)[N:3]=1.